The task is: Predict the reactants needed to synthesize the given product.. This data is from Full USPTO retrosynthesis dataset with 1.9M reactions from patents (1976-2016). Given the product [CH3:37][O:36][CH2:35][C:30]1[N:31]([CH2:32][CH2:33][CH3:34])[C:21]2[C:20]3[CH:19]=[C:18]([O:17][CH2:8][C:9](=[O:10])[N:11]4[CH2:16][CH2:15][S:14][CH2:13][CH2:12]4)[CH:27]=[CH:26][C:25]=3[N:24]=[C:23]([NH2:28])[C:22]=2[N:29]=1, predict the reactants needed to synthesize it. The reactants are: C(=O)([O-])[O-].[Cs+].[Cs+].Br[CH2:8][C:9]([N:11]1[CH2:16][CH2:15][S:14][CH2:13][CH2:12]1)=[O:10].[OH:17][C:18]1[CH:27]=[CH:26][C:25]2[N:24]=[C:23]([NH2:28])[C:22]3[N:29]=[C:30]([CH2:35][O:36][CH3:37])[N:31]([CH2:32][CH2:33][CH3:34])[C:21]=3[C:20]=2[CH:19]=1.